Task: Predict the reaction yield, written as a fraction of the theoretical maximum amount of product (1.0 means a 100% yield; for example, 0.34 means a 34% yield).. Dataset: Reaction yield outcomes from USPTO patents with 853,638 reactions (1) The reactants are [C:1]([OH:16])(=[O:15])[CH2:2][CH2:3][CH2:4][CH2:5][CH2:6][CH2:7][CH2:8][CH2:9][CH2:10][CH2:11][CH2:12][CH2:13][CH3:14].[CH3:17][N:18]([CH3:23])[CH2:19][CH2:20][CH2:21]O. No catalyst specified. The product is [C:1]([O:16][CH2:21][CH2:20][CH2:19][N:18]([CH3:23])[CH3:17])(=[O:15])[CH2:2][CH2:3][CH2:4][CH2:5][CH2:6][CH2:7][CH2:8][CH2:9][CH2:10][CH2:11][CH2:12][CH2:13][CH3:14]. The yield is 0.880. (2) The reactants are [F:1][C:2]1[CH:22]=[C:21]([F:23])[CH:20]=[CH:19][C:3]=1[O:4][C:5]1[CH:6]=[C:7]2[C:11](=[CH:12][C:13]=1[OH:14])[N:10]([CH2:15][CH:16]([CH3:18])[CH3:17])[N:9]=[CH:8]2.C(OC([N:31]1[CH2:36][CH2:35][CH:34]([CH2:37]OS(C2C=CC(C)=CC=2)(=O)=O)[CH2:33][CH2:32]1)=O)(C)(C)C.[Na+].[I-].C([O-])([O-])=O.[K+].[K+]. The catalyst is CN(C=O)C.CCOCC.O. The product is [F:1][C:2]1[CH:22]=[C:21]([F:23])[CH:20]=[CH:19][C:3]=1[O:4][C:5]1[CH:6]=[C:7]2[C:11](=[CH:12][C:13]=1[O:14][CH2:37][CH:34]1[CH2:35][CH2:36][NH:31][CH2:32][CH2:33]1)[N:10]([CH2:15][CH:16]([CH3:18])[CH3:17])[N:9]=[CH:8]2. The yield is 0.370. (3) The reactants are [CH2:1]([N:3]=[C:4]=[O:5])[CH3:2].[N:6]1([CH2:11][CH2:12][CH2:13][NH2:14])[CH2:10][CH2:9][CH2:8][CH2:7]1. The catalyst is C(Cl)(Cl)Cl. The product is [CH2:1]([NH:3][C:4]([NH:14][CH2:13][CH2:12][CH2:11][N:6]1[CH2:10][CH2:9][CH2:8][CH2:7]1)=[O:5])[CH3:2]. The yield is 0.964. (4) The reactants are [NH2:1][C:2]1[CH:3]=[C:4]2[C:12](=[CH:13][CH:14]=1)[N:11]([CH2:15][C:16]1[CH:21]=[CH:20][CH:19]=[C:18]([Cl:22])[CH:17]=1)[C:10]1[CH:9]=[N:8][C:7]([C:23](OCC)=[O:24])=[CH:6][C:5]2=1.[OH-:28].[Na+].[NH2:30]O. The catalyst is CO.O. The product is [NH2:1][C:2]1[CH:3]=[C:4]2[C:12](=[CH:13][CH:14]=1)[N:11]([CH2:15][C:16]1[CH:21]=[CH:20][CH:19]=[C:18]([Cl:22])[CH:17]=1)[C:10]1[CH:9]=[N:8][C:7]([C:23]([NH:30][OH:28])=[O:24])=[CH:6][C:5]2=1. The yield is 0.270.